Predict the reaction yield, written as a fraction of the theoretical maximum amount of product (1.0 means a 100% yield; for example, 0.34 means a 34% yield). From a dataset of Reaction yield outcomes from USPTO patents with 853,638 reactions. (1) The reactants are [OH:1][C:2]12[CH2:11][CH:6]3[CH2:7][CH:8]([CH2:10][CH:4]([C:5]3=O)[CH2:3]1)[CH2:9]2.[CH3:13][CH:14]([NH2:21])[C:15]1[CH:20]=[CH:19][CH:18]=[CH:17][CH:16]=1.ClCC(O)=O. The catalyst is [Ir].CO. The product is [C:15]1([CH:14]([NH:21][CH:5]2[CH:6]3[CH2:11][C:2]4([OH:1])[CH2:9][CH:8]([CH2:10][CH:4]2[CH2:3]4)[CH2:7]3)[CH3:13])[CH:20]=[CH:19][CH:18]=[CH:17][CH:16]=1. The yield is 0.970. (2) The reactants are [Cl:1][C:2]1[CH:7]=[CH:6][CH:5]=[CH:4][C:3]=1[C:8]1[N+:9]([O-])=[CH:10][C:11]2[C:16]([CH:17]=1)=[CH:15][N:14]=[C:13]([NH:18][C:19]([CH:21]1[CH2:23][CH2:22]1)=[O:20])[CH:12]=2.P(Cl)(Cl)Cl. The catalyst is ClCCl. The product is [Cl:1][C:2]1[CH:7]=[CH:6][CH:5]=[CH:4][C:3]=1[C:8]1[CH:17]=[C:16]2[C:11]([CH:12]=[C:13]([NH:18][C:19]([CH:21]3[CH2:22][CH2:23]3)=[O:20])[N:14]=[CH:15]2)=[CH:10][N:9]=1. The yield is 0.460. (3) The reactants are [CH2:1]([N:8]([CH2:12][Si](C)(C)C)[CH2:9]OC)[C:2]1[CH:7]=[CH:6][CH:5]=[CH:4][CH:3]=1.[C:17]([O:23][CH2:24][CH3:25])(=[O:22])/[CH:18]=[CH:19]\[CH2:20][CH3:21]. The catalyst is C(Cl)Cl.C(O)(C(F)(F)F)=O. The product is [CH2:1]([N:8]1[CH2:9][C@H:19]([CH2:20][CH3:21])[C@H:18]([C:17]([O:23][CH2:24][CH3:25])=[O:22])[CH2:12]1)[C:2]1[CH:3]=[CH:4][CH:5]=[CH:6][CH:7]=1. The yield is 0.960. (4) The catalyst is C1C=CC([P]([Pd]([P](C2C=CC=CC=2)(C2C=CC=CC=2)C2C=CC=CC=2)([P](C2C=CC=CC=2)(C2C=CC=CC=2)C2C=CC=CC=2)[P](C2C=CC=CC=2)(C2C=CC=CC=2)C2C=CC=CC=2)(C2C=CC=CC=2)C2C=CC=CC=2)=CC=1. The reactants are Cl[C:2]1[CH:3]=[C:4]([C:9]2[N:13]3[C:14]4[N:22]=[C:21]([O:23][CH3:24])[CH:20]=[CH:19][C:15]=4[N:16]=[C:17]([CH3:18])[C:12]3=[C:11]([CH3:25])[N:10]=2)[CH:5]=[C:6]([Cl:8])[CH:7]=1.Cl[C:27]1C(C)=C(B(O)O)C=CC=1.C([O-])([O-])=O.[K+].[K+]. The product is [Cl:8][C:6]1[C:5]([CH3:27])=[C:4]([C:9]2[N:13]3[C:14]4[N:22]=[C:21]([O:23][CH3:24])[CH:20]=[CH:19][C:15]=4[N:16]=[C:17]([CH3:18])[C:12]3=[C:11]([CH3:25])[N:10]=2)[CH:3]=[CH:2][CH:7]=1. The yield is 0.790. (5) The reactants are [NH2:1][C:2]1[CH:3]=[C:4]([CH:21]=[CH:22][CH:23]=1)[O:5][C:6]1[CH:7]=[CH:8][C:9]2[N:10]([CH:12]=[C:13]([NH:15][C:16]([CH:18]3[CH2:20][CH2:19]3)=[O:17])[N:14]=2)[N:11]=1.[C:24]([C:28]1[CH:32]=[C:31]([NH:33][C:34](=O)[O:35]CC(Cl)(Cl)Cl)[N:30]([C:42]2[CH:47]=[CH:46][CH:45]=[CH:44][CH:43]=2)[N:29]=1)([CH3:27])([CH3:26])[CH3:25].C(N(CC)CC)C. The catalyst is CS(C)=O.O.C(OCC)(=O)C. The product is [C:24]([C:28]1[CH:32]=[C:31]([NH:33][C:34]([NH:1][C:2]2[CH:3]=[C:4]([CH:21]=[CH:22][CH:23]=2)[O:5][C:6]2[CH:7]=[CH:8][C:9]3[N:10]([CH:12]=[C:13]([NH:15][C:16]([CH:18]4[CH2:20][CH2:19]4)=[O:17])[N:14]=3)[N:11]=2)=[O:35])[N:30]([C:42]2[CH:47]=[CH:46][CH:45]=[CH:44][CH:43]=2)[N:29]=1)([CH3:27])([CH3:25])[CH3:26]. The yield is 0.990.